This data is from KCNQ2 potassium channel screen with 302,405 compounds. The task is: Binary Classification. Given a drug SMILES string, predict its activity (active/inactive) in a high-throughput screening assay against a specified biological target. (1) The drug is Fc1ccc(C(=O)COc2cc(c(N3C(=O)CCC3=O)cc2)C)cc1. The result is 0 (inactive). (2) The molecule is O=C(Nc1n(nc(c1)C)c1nc(cc(n1)C)C)C(C)C. The result is 0 (inactive). (3) The compound is S(=O)(=O)(Nc1c(ccc(c1)C)C)c1cc2n(CC)c(=O)c(=O)n(c2cc1)CC. The result is 0 (inactive).